The task is: Predict the reactants needed to synthesize the given product.. This data is from Retrosynthesis with 50K atom-mapped reactions and 10 reaction types from USPTO. (1) Given the product Nc1ccc(N2CCOCC2)nc1, predict the reactants needed to synthesize it. The reactants are: O=[N+]([O-])c1ccc(N2CCOCC2)nc1. (2) Given the product CC(=O)N1CCn2c1nc1c2c(=O)n(CCCC[C@@H](C)N)c(=O)n1C, predict the reactants needed to synthesize it. The reactants are: CC(=O)N1CCn2c1nc1c2c(=O)n(CCCC[C@@H](C)N=[N+]=[N-])c(=O)n1C.